From a dataset of Full USPTO retrosynthesis dataset with 1.9M reactions from patents (1976-2016). Predict the reactants needed to synthesize the given product. (1) Given the product [Cl:1][C:2]1[N:3]=[C:4]([N:12]2[CH2:17][CH2:16][O:15][CH2:14][CH2:13]2)[C:5]2[N:10]=[C:9]([C:26]3[CH:31]=[N:30][C:29]([N:32]4[CH2:33][CH2:34][O:35][CH2:36][CH2:37]4)=[CH:28][CH:27]=3)[S:8][C:6]=2[N:7]=1, predict the reactants needed to synthesize it. The reactants are: [Cl:1][C:2]1[N:3]=[C:4]([N:12]2[CH2:17][CH2:16][O:15][CH2:14][CH2:13]2)[C:5]2[N:10]=[C:9](I)[S:8][C:6]=2[N:7]=1.CC1(C)C(C)(C)OB([C:26]2[CH:27]=[CH:28][C:29]([N:32]3[CH2:37][CH2:36][O:35][CH2:34][CH2:33]3)=[N:30][CH:31]=2)O1. (2) Given the product [NH2:37][C:26]1[S:27][C:28]2[C:29](=[N:30][CH:31]=[C:32]([CH:34]([CH3:35])[CH3:36])[CH:33]=2)[C:25]=1[C:23]([NH:22][C:17]1[CH:18]=[N:19][CH:20]=[CH:21][C:16]=1[N:12]1[CH2:13][C@H:14]([CH3:15])[C@@H:9]([OH:8])[C@H:10]([NH2:47])[CH2:11]1)=[O:24], predict the reactants needed to synthesize it. The reactants are: [Si]([O:8][C@@H:9]1[C@@H:14]([CH3:15])[CH2:13][N:12]([C:16]2[CH:21]=[CH:20][N:19]=[CH:18][C:17]=2[NH:22][C:23]([C:25]2[C:29]3=[N:30][CH:31]=[C:32]([CH:34]([CH3:36])[CH3:35])[CH:33]=[C:28]3[S:27][C:26]=2[NH:37]CC2C=CC(OC)=CC=2)=[O:24])[CH2:11][C@H:10]1[NH:47]C(=O)OC(C)(C)C)(C(C)(C)C)(C)C.C(O)(C(F)(F)F)=O.Cl.O1CCOCC1. (3) Given the product [CH2:39]([N:19]1[CH2:16][CH2:17][N:10]2[C:8](=[O:9])[C:7]3[N:6]([CH3:25])[N:5]=[C:4]([CH:11]([CH3:12])[CH3:15])[C:3]=3[N:2]=[C:21]2[CH:20]1[CH3:24])[C:38]1[CH:41]=[CH:42][CH:35]=[CH:36][CH:37]=1, predict the reactants needed to synthesize it. The reactants are: [123I-].[NH2:2][C:3]1[C:4]([CH:11]2[CH2:15]CC[CH2:12]2)=[N:5][NH:6][C:7]=1[C:8]([NH2:10])=[O:9].[C:16]([NH:19][CH:20]([CH3:24])[C:21](O)=O)(=O)[CH3:17].[C:25](NCC(O)=O)(=O)C.CO[C:35]1[CH:42]=[CH:41][C:38]([CH:39]=O)=[CH:37][CH:36]=1. (4) Given the product [O:1]([CH2:8][C:9]([NH:12][C:13]1[CH:14]=[C:15]([CH:19]=[CH:20][CH:21]=1)[C:16]([NH2:18])=[O:17])=[O:11])[C:2]1[CH:3]=[CH:4][CH:5]=[CH:6][CH:7]=1, predict the reactants needed to synthesize it. The reactants are: [O:1]([CH2:8][C:9]([OH:11])=O)[C:2]1[CH:7]=[CH:6][CH:5]=[CH:4][CH:3]=1.[NH2:12][C:13]1[CH:14]=[C:15]([CH:19]=[CH:20][CH:21]=1)[C:16]([NH2:18])=[O:17].C1C=CC2N(O)N=NC=2C=1.CCN(C(C)C)C(C)C.C(Cl)CCl. (5) Given the product [Cl:19][C:5]1[C:6]([NH:8][C@H:9]2[C@H:14]3[CH2:15][C@H:11]([CH:12]=[CH:13]3)[C@H:10]2[C:16]([NH2:18])=[O:17])=[N:7][C:2]([NH:20][C:21]2[C:22]([O:34][CH3:35])=[CH:23][C:24]3[N:30]([CH3:31])[C:29](=[O:32])[O:28][CH2:27][CH2:26][C:25]=3[CH:33]=2)=[N:3][CH:4]=1, predict the reactants needed to synthesize it. The reactants are: Cl[C:2]1[N:7]=[C:6]([NH:8][C@H:9]2[C@H:14]3[CH2:15][C@H:11]([CH:12]=[CH:13]3)[C@H:10]2[C:16]([NH2:18])=[O:17])[C:5]([Cl:19])=[CH:4][N:3]=1.[NH2:20][C:21]1[C:22]([O:34][CH3:35])=[CH:23][C:24]2[N:30]([CH3:31])[C:29](=[O:32])[O:28][CH2:27][CH2:26][C:25]=2[CH:33]=1. (6) Given the product [CH:1]([C@H:4]1[CH2:8][O:7][C:6](=[O:9])[N:5]1[C:10]1[CH:15]=[CH:14][N:13]=[C:12]([NH:16][C@H:17]([CH:19]2[CH2:24][CH2:23][N:22]([C:61]([C:36]3[CH:35]=[CH:34][N:39]=[CH:38][CH:37]=3)=[O:62])[CH2:21][CH2:20]2)[CH3:18])[N:11]=1)([CH3:2])[CH3:3], predict the reactants needed to synthesize it. The reactants are: [CH:1]([CH:4]1[CH2:8][O:7][C:6](=[O:9])[N:5]1[C:10]1[CH:15]=[CH:14][N:13]=[C:12]([NH:16][C@H:17]([CH:19]2[CH2:24][CH2:23][NH:22][CH2:21][CH2:20]2)[CH3:18])[N:11]=1)([CH3:3])[CH3:2].CN(C(ON1N=N[C:35]2[CH:36]=[CH:37][CH:38]=[N:39][C:34]1=2)=[N+](C)C)C.F[P-](F)(F)(F)(F)F.CCN(C(C)C)C(C)C.CN([CH:61]=[O:62])C. (7) Given the product [Cl:1][C:2]1[C:3]([O:12][C:13]2[CH:18]=[C:17]([O:19][CH:20]([CH3:21])[CH3:22])[CH:16]=[CH:15][C:14]=2/[CH:23]=[C:24](\[CH3:28])/[C:25]([NH:51][S:48]([NH:47][CH2:46][CH2:45][O:44][CH:41]([CH3:43])[CH3:42])(=[O:50])=[O:49])=[O:26])=[N:4][CH:5]=[C:6]([C:8]([F:11])([F:9])[F:10])[CH:7]=1, predict the reactants needed to synthesize it. The reactants are: [Cl:1][C:2]1[C:3]([O:12][C:13]2[CH:18]=[C:17]([O:19][CH:20]([CH3:22])[CH3:21])[CH:16]=[CH:15][C:14]=2/[CH:23]=[C:24](\[CH3:28])/[C:25](O)=[O:26])=[N:4][CH:5]=[C:6]([C:8]([F:11])([F:10])[F:9])[CH:7]=1.Cl.C(N=C=NCCCN(C)C)C.[CH:41]([O:44][CH2:45][CH2:46][NH:47][S:48]([NH2:51])(=[O:50])=[O:49])([CH3:43])[CH3:42].Cl. (8) Given the product [C:1]([O:5][C:6]([N:8]1[CH2:13][CH2:12][CH:11]([N:14]2[C:27]([C:29]3[CH:34]=[CH:33][N:32]=[C:31]([S:35][CH3:36])[N:30]=3)=[C:18]([C:19]3[CH:24]=[CH:23][C:22]([F:25])=[CH:21][CH:20]=3)[C:17](=[O:26])[N:15]2[CH3:16])[CH2:10][CH2:9]1)=[O:7])([CH3:2])([CH3:3])[CH3:4], predict the reactants needed to synthesize it. The reactants are: [C:1]([O:5][C:6]([N:8]1[CH2:13][CH2:12][CH:11]([N:14]([C:27]([C:29]2[CH:34]=[CH:33][N:32]=[C:31]([S:35][CH3:36])[N:30]=2)=O)[N:15]([C:17](=[O:26])[CH2:18][C:19]2[CH:24]=[CH:23][C:22]([F:25])=[CH:21][CH:20]=2)[CH3:16])[CH2:10][CH2:9]1)=[O:7])([CH3:4])([CH3:3])[CH3:2].[H-].[Na+]. (9) Given the product [F:1][C:2]([F:22])([F:21])[C:3]1[CH:8]=[CH:7][C:6]([S:9]([O:12][C:13]2[CH:18]=[CH:17][CH:16]=[CH:15][C:14]=2[CH:19]=[CH2:23])(=[O:11])=[O:10])=[CH:5][CH:4]=1, predict the reactants needed to synthesize it. The reactants are: [F:1][C:2]([F:22])([F:21])[C:3]1[CH:8]=[CH:7][C:6]([S:9]([O:12][C:13]2[CH:18]=[CH:17][CH:16]=[CH:15][C:14]=2[CH:19]=O)(=[O:11])=[O:10])=[CH:5][CH:4]=1.[CH3:23][Si](C[Mg]Cl)(C)C.S(Cl)(Cl)=O. (10) Given the product [F:10][C:6]1[CH:7]=[N:8][CH:9]=[C:2]([N:11]2[CH2:16][CH2:15][CH2:14][CH2:13][CH2:12]2)[C:3]=1[CH:4]=[O:5], predict the reactants needed to synthesize it. The reactants are: F[C:2]1[CH:9]=[N:8][CH:7]=[C:6]([F:10])[C:3]=1[CH:4]=[O:5].[NH:11]1[CH2:16][CH2:15][CH2:14][CH2:13][CH2:12]1.